This data is from B-cell epitopes from IEDB database with 3,159 antigens for binding position prediction. The task is: Token-level Classification. Given an antigen amino acid sequence, predict which amino acid positions are active epitope sites capable of antibody binding. Output is a list of indices for active positions. Given the antigen sequence: MGLKVNVSAIFMAVLLTLQTPAGQIHWGNLSKIGVVGIGSASYKVMTRSSHQSLVIKLMPNITLLNNCTKVEIAEYRRLLRTVLEPIRDALNAMTQNIRPVQSVASSRRHKRFAGVVLAGAALGVATAAQITAGIALHRSMLNSQAIDNLRASLETTNQAIEAIRQAGQEMILAVQGVQDYINNELIPSMNQLSCDLIGQKLGLKLLRYYTEILSLFGPSLRDPISAEISIQALSYALGGDINKVLEKLGYSGGDLLGILESRGIKARITHVDTESYFIVLSIAYPTLSEIKGVIVHRLEGVSYNIGSQEWYTTVPKYVATQGYLISNFDESSCTFMPEGTVCSQNALYPMSPLLQECLRGSTKSCARTLVSGSFGNRFILSQGNLIANCASILCKCYTTGTIINQDPDKILTYIAADRCPVVEVNGVTIQVGSRRYPDAVYLHRIDLGPPISLERLDVGTNLGNAIAKLEDAKELLESSDQILRSMKGLSSTSIVYILI..., which amino acid positions are active epitope sites? The epitope positions are: [277, 278, 279, 280, 281, 282, 283, 284, 285, 286, 287, 288, 289, 290, 291]. The amino acids at these positions are: FIVLSIAYPTLSEIK.